This data is from Blood-brain barrier permeability classification from the B3DB database. The task is: Regression/Classification. Given a drug SMILES string, predict its absorption, distribution, metabolism, or excretion properties. Task type varies by dataset: regression for continuous measurements (e.g., permeability, clearance, half-life) or binary classification for categorical outcomes (e.g., BBB penetration, CYP inhibition). Dataset: b3db_classification. (1) The drug is CCOC(OCC)C(=O)OCC(=O)[C@]1(O)Cc2c(O)c3c(c(O)c2[C@H](O[C@H]2C[C@H](N)[C@H](O)[C@H](C)O2)C1)C(=O)c1c(OC)cccc1C3=O. The result is 0 (does not penetrate BBB). (2) The drug is CCC(C)(C)OC. The result is 1 (penetrates BBB).